Dataset: Reaction yield outcomes from USPTO patents with 853,638 reactions. Task: Predict the reaction yield, written as a fraction of the theoretical maximum amount of product (1.0 means a 100% yield; for example, 0.34 means a 34% yield). (1) The reactants are [NH2:1][C:2]1[C:7]([S:8](Cl)(=[O:10])=[O:9])=[CH:6][C:5]([CH3:12])=[CH:4][N:3]=1.[OH-].[NH4+:14]. No catalyst specified. The product is [NH2:1][C:2]1[C:7]([S:8]([NH2:14])(=[O:10])=[O:9])=[CH:6][C:5]([CH3:12])=[CH:4][N:3]=1. The yield is 1.00. (2) The reactants are Br[CH2:2][C:3](=O)[C:4]([CH3:7])([CH3:6])[CH3:5].[NH2:9][C:10]([NH2:12])=[S:11].C(=O)([O-])O.[Na+]. The catalyst is C(O)C. The product is [NH2:12][C:10]1[S:11][CH:2]=[C:3]([C:4]([CH3:7])([CH3:6])[CH3:5])[N:9]=1. The yield is 0.909. (3) The reactants are [NH2:1][CH:2]([CH:7]1[CH2:9][CH2:8]1)[CH2:3][C:4]([OH:6])=[O:5].O.[OH-].[Na+].[C:13](O[C:13]([O:15][C:16]([CH3:19])([CH3:18])[CH3:17])=[O:14])([O:15][C:16]([CH3:19])([CH3:18])[CH3:17])=[O:14]. The catalyst is O1CCCC1. The product is [C:16]([O:15][C:13]([NH:1][CH:2]([CH:7]1[CH2:9][CH2:8]1)[CH2:3][C:4]([OH:6])=[O:5])=[O:14])([CH3:19])([CH3:18])[CH3:17]. The yield is 0.913. (4) The reactants are Br[C:2]1[CH:3]=[C:4]([C:9]2[N:10]=[C:11]([CH:21]([CH3:23])[CH3:22])[NH:12][C:13]=2[C:14]2[CH:19]=[CH:18][CH:17]=[C:16]([CH3:20])[N:15]=2)[CH:5]=[CH:6][C:7]=1[F:8].CC1(C)C(C)(C)OB([C:32]2[CH:44]=[CH:43][C:35]([CH2:36][N:37]3[CH2:42][CH2:41][O:40][CH2:39][CH2:38]3)=[CH:34][CH:33]=2)O1. No catalyst specified. The product is [F:8][C:7]1[CH:6]=[CH:5][C:4]([C:9]2[NH:10][C:11]([CH:21]([CH3:23])[CH3:22])=[N:12][C:13]=2[C:14]2[CH:19]=[CH:18][CH:17]=[C:16]([CH3:20])[N:15]=2)=[CH:3][C:2]=1[C:32]1[CH:33]=[CH:34][C:35]([CH2:36][N:37]2[CH2:42][CH2:41][O:40][CH2:39][CH2:38]2)=[CH:43][CH:44]=1. The yield is 0.180. (5) The reactants are [CH3:1][O:2][C:3]1[CH:8]=[CH:7][C:6]([C:9]2[N:10]=[C:11]([NH2:18])[S:12][C:13]=2[CH2:14][CH2:15][CH2:16][CH3:17])=[CH:5][CH:4]=1.[CH3:19][O:20][C:21]1[CH:22]=[C:23]([CH:27]=[CH:28][C:29]=1[O:30][CH3:31])[C:24](Cl)=[O:25]. No catalyst specified. The product is [CH2:14]([C:13]1[S:12][C:11]([NH:18][C:24](=[O:25])[C:23]2[CH:27]=[CH:28][C:29]([O:30][CH3:31])=[C:21]([O:20][CH3:19])[CH:22]=2)=[N:10][C:9]=1[C:6]1[CH:5]=[CH:4][C:3]([O:2][CH3:1])=[CH:8][CH:7]=1)[CH2:15][CH2:16][CH3:17]. The yield is 0.628.